This data is from Catalyst prediction with 721,799 reactions and 888 catalyst types from USPTO. The task is: Predict which catalyst facilitates the given reaction. (1) Reactant: [NH2:1][C:2]1[C:10]([Cl:11])=[CH:9][CH:8]=[CH:7][C:3]=1[C:4]([OH:6])=O.O=S(Cl)Cl.[Cl:16][C:17]1[CH:23]=[CH:22][CH:21]=[CH:20][C:18]=1[NH2:19].C(Cl)(Cl)Cl. Product: [NH2:1][C:2]1[C:10]([Cl:11])=[CH:9][CH:8]=[CH:7][C:3]=1[C:4]([NH:19][C:18]1[CH:20]=[CH:21][CH:22]=[CH:23][C:17]=1[Cl:16])=[O:6]. The catalyst class is: 48. (2) The catalyst class is: 2. Product: [C:1]([O:5][C:6]1[CH:7]=[CH:8][C:9]([CH2:12][CH2:13][CH:14]=[O:15])=[CH:10][CH:11]=1)([CH3:4])([CH3:3])[CH3:2]. Reactant: [C:1]([O:5][C:6]1[CH:11]=[CH:10][C:9]([CH2:12][CH2:13][CH2:14][OH:15])=[CH:8][CH:7]=1)([CH3:4])([CH3:3])[CH3:2].C1C=C[NH+]=CC=1.[O-][Cr](Cl)(=O)=O.CCOCC. (3) Reactant: [OH:1][C:2](=[C:10]1C(=O)O[C:13](C)([CH3:17])[O:12][C:11]1=[O:19])[CH2:3][C:4]1[CH:9]=[CH:8][CH:7]=[CH:6][CH:5]=1. Product: [O:1]=[C:2]([CH2:3][C:4]1[CH:5]=[CH:6][CH:7]=[CH:8][CH:9]=1)[CH2:10][C:11]([O:12][CH2:13][CH3:17])=[O:19]. The catalyst class is: 14.